This data is from Catalyst prediction with 721,799 reactions and 888 catalyst types from USPTO. The task is: Predict which catalyst facilitates the given reaction. (1) Reactant: [CH:1](NC(C)C)(C)C.[Li]CCCC.[C:13]([CH:15]1[CH2:18][N:17]([C:19]([O:21][C:22]([CH3:25])([CH3:24])[CH3:23])=[O:20])[CH2:16]1)#[N:14].IC. Product: [C:13]([C:15]1([CH3:1])[CH2:18][N:17]([C:19]([O:21][C:22]([CH3:25])([CH3:24])[CH3:23])=[O:20])[CH2:16]1)#[N:14]. The catalyst class is: 1. (2) Reactant: C(OC(N1CCO[C@H]([C@@H](OC2C=CC(F)=CC=2Cl)C2C=CC=C(F)C=2)C1)=O)(C)(C)C.[C:31]([O:35][C:36]([N:38]1[CH2:43][CH2:42][O:41][C@H:40]([C@@H:44]([O:51][C:52]2[CH:57]=[CH:56][C:55]([Cl:58])=[CH:54][C:53]=2[O:59][CH3:60])[C:45]2[CH:50]=[CH:49][CH:48]=[CH:47][CH:46]=2)[CH2:39]1)=[O:37])([CH3:34])([CH3:33])[CH3:32].FC(F)(F)C(O)=O. Product: [C:31]([O:35][C:36]([N:38]1[CH2:43][CH2:42][O:41][C@H:40]([C@@H:44]([O:51][C:52]2[CH:57]=[CH:56][C:55]([Cl:58])=[CH:54][C:53]=2[O:59][CH3:60])[C:45]2[CH:50]=[CH:49][CH:48]=[CH:47][CH:46]=2)[CH2:39]1)=[O:37])([CH3:34])([CH3:33])[CH3:32].[Cl:58][C:55]1[CH:56]=[CH:57][C:52]([O:51][CH:44]([C:45]2[CH:50]=[CH:49][CH:48]=[CH:47][CH:46]=2)[CH:40]2[O:41][CH2:42][CH2:43][NH:38][CH2:39]2)=[C:53]([O:59][CH3:60])[CH:54]=1. The catalyst class is: 4. (3) Reactant: C[O:2][C:3]([C:5]1[N:6]([CH2:10][C:11]2[N:12]([CH3:28])[N:13]=[C:14]3[C:19]=2[CH:18]=[CH:17][CH:16]=[C:15]3[C:20]2[CH:25]=[CH:24][C:23]([Cl:26])=[CH:22][C:21]=2[Cl:27])[N:7]=[CH:8][N:9]=1)=O.[C-]#[N:30].[Na+].N. Product: [Cl:27][C:21]1[CH:22]=[C:23]([Cl:26])[CH:24]=[CH:25][C:20]=1[C:15]1[C:14]2[C:19](=[C:11]([CH2:10][N:6]3[C:5]([C:3]([NH2:30])=[O:2])=[N:9][CH:8]=[N:7]3)[N:12]([CH3:28])[N:13]=2)[CH:18]=[CH:17][CH:16]=1. The catalyst class is: 5.